Dataset: Reaction yield outcomes from USPTO patents with 853,638 reactions. Task: Predict the reaction yield, written as a fraction of the theoretical maximum amount of product (1.0 means a 100% yield; for example, 0.34 means a 34% yield). (1) The yield is 0.680. The product is [F:1][C:2]([F:13])([F:14])[C:3]1[CH:11]=[C:10]2[C:6]([CH2:7][CH2:8][CH:9]2[OH:12])=[CH:5][CH:4]=1. The reactants are [F:1][C:2]([F:14])([F:13])[C:3]1[CH:11]=[C:10]2[C:6]([CH2:7][CH2:8][C:9]2=[O:12])=[CH:5][CH:4]=1.[BH4-].[Na+].CO. The catalyst is C1COCC1. (2) The reactants are Br[C:2]1[C:15]2[C:16]3=[C:17]4[C:12](=[CH:13][CH:14]=2)[CH:11]=[CH:10][C:9](Br)=[C:8]4[CH:7]=[CH:6][C:5]3=[CH:4][CH:3]=1.[CH:19]1([Mg]Br)[CH2:24][CH2:23][CH2:22][CH2:21][CH2:20]1.Cl. The catalyst is C1COCC1.O1CCOCC1. The product is [CH:19]1([C:2]2[C:15]3[C:16]4=[C:17]5[C:12](=[CH:13][CH:14]=3)[CH:11]=[CH:10][C:9]([CH:2]3[CH2:15][CH2:16][CH2:5][CH2:4][CH2:3]3)=[C:8]5[CH:7]=[CH:6][C:5]4=[CH:4][CH:3]=2)[CH2:24][CH2:23][CH2:22][CH2:21][CH2:20]1. The yield is 0.710. (3) The reactants are [Br-].[Br-].[Br-].C1([N+](C)(C)C)C=CC=CC=1.C1([N+](C)(C)C)C=CC=CC=1.C1([N+](C)(C)C)C=CC=CC=1.[F:34][C:35]([F:50])([F:49])[C:36]1[CH:37]=[C:38]([C:46](=O)[CH3:47])[CH:39]=[C:40]([C:42]([F:45])([F:44])[F:43])[CH:41]=1.S([O-])([O-])(=O)=O.[Na+].[Na+].[NH2:58][C:59]([NH2:61])=[S:60].C(=O)([O-])O.[Na+]. The catalyst is O1CCCC1.C(O)C.O. The product is [NH2:61][C:59]1[S:60][CH:47]=[C:46]([C:38]2[CH:37]=[C:36]([C:35]([F:50])([F:49])[F:34])[CH:41]=[C:40]([C:42]([F:45])([F:44])[F:43])[CH:39]=2)[N:58]=1. The yield is 0.833.